From a dataset of Forward reaction prediction with 1.9M reactions from USPTO patents (1976-2016). Predict the product of the given reaction. Given the reactants [Cl:1][C:2]1[CH:21]=[C:20]([O:22][CH2:23][CH:24]=[C:25]([Cl:27])[Cl:26])[CH:19]=[C:18]([Cl:28])[C:3]=1[O:4][CH2:5][CH2:6][CH2:7][O:8][C:9]1[CH:14]=[CH:13][C:12]([C:15](=O)[CH3:16])=[CH:11][CH:10]=1.Cl.[CH2:30]([O:32][NH2:33])[CH3:31].Cl, predict the reaction product. The product is: [CH2:30]([O:32][N:33]=[C:15]([C:12]1[CH:13]=[CH:14][C:9]([O:8][CH2:7][CH2:6][CH2:5][O:4][C:3]2[C:2]([Cl:1])=[CH:21][C:20]([O:22][CH2:23][CH:24]=[C:25]([Cl:27])[Cl:26])=[CH:19][C:18]=2[Cl:28])=[CH:10][CH:11]=1)[CH3:16])[CH3:31].